The task is: Predict the reaction yield, written as a fraction of the theoretical maximum amount of product (1.0 means a 100% yield; for example, 0.34 means a 34% yield).. This data is from Reaction yield outcomes from USPTO patents with 853,638 reactions. (1) The reactants are [CH3:1][C:2]([CH3:14])([CH3:13])[C:3]#[C:4][C:5]1[S:9][C:8]([C:10]([OH:12])=[O:11])=[CH:7][CH:6]=1.[Li]CCCC.[I:20]I. The catalyst is C1COCC1. The product is [CH3:1][C:2]([CH3:14])([CH3:13])[C:3]#[C:4][C:5]1[S:9][C:8]([C:10]([OH:12])=[O:11])=[C:7]([I:20])[CH:6]=1. The yield is 0.650. (2) The reactants are [Br:1][C:2]1[CH:18]=[CH:17][C:5]([C:6]([C@H:8]2[CH2:13][CH2:12][CH2:11][C@H:10]([C:14]([OH:16])=[O:15])[CH2:9]2)=[O:7])=[CH:4][CH:3]=1.[CH3:19]OC(OC)(C)C. The catalyst is CO.Cl.O1CCOCC1. The product is [CH3:19][O:15][C:14]([CH:10]1[CH2:11][CH2:12][CH2:13][CH:8]([C:6](=[O:7])[C:5]2[CH:4]=[CH:3][C:2]([Br:1])=[CH:18][CH:17]=2)[CH2:9]1)=[O:16]. The yield is 0.957. (3) The product is [N+:1]([C:4]1[CH:8]=[CH:7][N:6]([CH2:18][C:14]2[CH:13]=[N:12][CH:17]=[CH:16][CH:15]=2)[N:5]=1)([O-:3])=[O:2]. The yield is 0.560. The catalyst is CN(C)C=O. The reactants are [N+:1]([C:4]1[CH:8]=[CH:7][NH:6][N:5]=1)([O-:3])=[O:2].[H-].[Na+].Cl.[N:12]1[CH:17]=[CH:16][CH:15]=[C:14]([CH2:18]Cl)[CH:13]=1. (4) The reactants are CS(C)=O.C(Cl)(=O)C(Cl)=O.[C:11]([O:15][C:16](=[O:33])[CH2:17][CH2:18][C@H:19]([NH:22][C:23]([O:25][CH2:26][C:27]1[CH:32]=[CH:31][CH:30]=[CH:29][CH:28]=1)=[O:24])[CH2:20][OH:21])([CH3:14])([CH3:13])[CH3:12].C(N(CC)CC)C. The catalyst is C(Cl)Cl.C(OCC)(=O)C. The product is [C:11]([O:15][C:16](=[O:33])[CH2:17][CH2:18][C@H:19]([NH:22][C:23]([O:25][CH2:26][C:27]1[CH:32]=[CH:31][CH:30]=[CH:29][CH:28]=1)=[O:24])[CH:20]=[O:21])([CH3:14])([CH3:12])[CH3:13]. The yield is 0.990. (5) The reactants are [Br:1][C:2]1[N:3]=[C:4]([C:9]#[C:10][Si](C)(C)C)[C:5]([NH2:8])=[N:6][CH:7]=1.[H-].[Na+].[C:17]1([CH3:27])[CH:22]=[CH:21][C:20]([S:23](Cl)(=[O:25])=[O:24])=[CH:19][CH:18]=1. The product is [Br:1][C:2]1[N:3]=[C:4]2[CH:9]=[CH:10][N:8]([S:23]([C:20]3[CH:21]=[CH:22][C:17]([CH3:27])=[CH:18][CH:19]=3)(=[O:25])=[O:24])[C:5]2=[N:6][CH:7]=1. The yield is 0.520. The catalyst is CN(C=O)C.